Dataset: Forward reaction prediction with 1.9M reactions from USPTO patents (1976-2016). Task: Predict the product of the given reaction. (1) Given the reactants Cl[C:2]1[C:7]([C:8]([OH:10])=[O:9])=[CH:6][N:5]=[CH:4][CH:3]=1.[NH2:11][C:12]1[CH:17]=[CH:16][CH:15]=[CH:14][CH:13]=1, predict the reaction product. The product is: [C:12]1([NH:11][C:2]2[C:7]([C:8]([OH:10])=[O:9])=[CH:6][N:5]=[CH:4][CH:3]=2)[CH:17]=[CH:16][CH:15]=[CH:14][CH:13]=1. (2) The product is: [ClH:42].[F:1][C:2]1[CH:3]=[C:4]2[C:17](=[CH:18][CH:19]=1)[C:16]1[C:7](=[C:8]3[C:13](=[CH:14][CH:15]=1)[CH:12]=[C:11]([OH:20])[CH:10]=[CH:9]3)[CH:6]([C:25]1[CH:26]=[CH:27][C:28]([O:31][CH2:32][CH2:33][N:34]3[CH2:35][CH2:36][CH2:37][CH2:38][CH2:39]3)=[CH:29][CH:30]=1)[S:5]2. Given the reactants [F:1][C:2]1[CH:3]=[C:4]2[C:17](=[CH:18][CH:19]=1)[C:16]1[C:7](=[C:8]3[C:13](=[CH:14][CH:15]=1)[CH:12]=[C:11]([O:20]S(C)(=O)=O)[CH:10]=[CH:9]3)[CH:6]([C:25]1[CH:30]=[CH:29][C:28]([O:31][CH2:32][CH2:33][N:34]3[CH2:39][CH2:38][CH2:37][CH2:36][CH2:35]3)=[CH:27][CH:26]=1)[S:5]2.[OH-].[K+].[Cl-:42].[NH4+], predict the reaction product. (3) The product is: [CH3:7][CH2:2][CH2:3][CH:4]([CH3:18])[CH3:5].[C:37]([O:25][CH2:19][CH3:20])(=[O:36])[CH3:38].[F:1][C:2]1[CH:3]=[C:4]([C:18]2[CH:23]=[C:22]([F:24])[CH:21]=[CH:20][C:19]=2[O:25][C@@H:37]([CH3:42])[C:38]([O:40][CH3:41])=[O:39])[CH:5]=[CH:6][C:7]=1[S:8]([C:11]1[CH:16]=[CH:15][CH:14]=[CH:13][C:12]=1[F:17])(=[O:10])=[O:9]. Given the reactants [F:1][C:2]1[CH:3]=[C:4]([C:18]2[C:19]([OH:25])=[CH:20][CH:21]=[C:22]([F:24])[CH:23]=2)[CH:5]=[CH:6][C:7]=1[S:8]([C:11]1[CH:16]=[CH:15][CH:14]=[CH:13][C:12]=1[F:17])(=[O:10])=[O:9].CC1C=CC(S([O:36][C@H:37]([CH3:42])[C:38]([O:40][CH3:41])=[O:39])(=O)=O)=CC=1.C(=O)([O-])[O-].[K+].[K+], predict the reaction product. (4) Given the reactants [NH2:1][C:2]1[CH:3]=[C:4]2[C:9](=[CH:10][CH:11]=1)[CH:8]=[C:7]([C:12]([OH:14])=[O:13])[CH:6]=[CH:5]2.S(Cl)(Cl)=O.[CH2:19](O)[CH3:20], predict the reaction product. The product is: [NH2:1][C:2]1[CH:3]=[C:4]2[C:9](=[CH:10][CH:11]=1)[CH:8]=[C:7]([C:12]([O:14][CH2:19][CH3:20])=[O:13])[CH:6]=[CH:5]2. (5) Given the reactants C([O:4][C@@H:5]1[C@@H:10]([O:11]C(=O)C)[C@@H:9]([O:15]C(=O)C)[C@@H:8]([CH2:19][O:20]C(=O)C)[O:7][C@H:6]1[O:24][C:25]1[C:29]([CH2:30][C:31]2[CH:36]=[CH:35][C:34](/[CH:37]=[CH:38]/[CH2:39][C:40]([OH:42])=O)=[CH:33][CH:32]=2)=[C:28]([CH:43]([CH3:45])[CH3:44])[NH:27][N:26]=1)(=O)C.[NH2:46][C:47]([CH3:61])([CH3:60])[CH2:48][NH:49]C(OCC1C=CC=CC=1)=O.Cl.NCC(N)=O, predict the reaction product. The product is: [NH2:49][CH2:48][C:47]([NH:46][C:40]([CH2:39][CH2:38][CH2:37][C:34]1[CH:35]=[CH:36][C:31]([CH2:30][C:29]2[C:25]([O:24][C@@H:6]3[O:7][C@H:8]([CH2:19][OH:20])[C@H:9]([OH:15])[C@H:10]([OH:11])[C@H:5]3[OH:4])=[N:26][NH:27][C:28]=2[CH:43]([CH3:44])[CH3:45])=[CH:32][CH:33]=1)=[O:42])([CH3:61])[CH3:60].